From a dataset of Full USPTO retrosynthesis dataset with 1.9M reactions from patents (1976-2016). Predict the reactants needed to synthesize the given product. The reactants are: [F:1][C:2]1[C:30]([N:31]2[CH2:36][CH2:35][O:34][CH2:33][CH2:32]2)=[CH:29][C:5]2[NH:6][C:7]([C:9]3[C:13]([NH:14][C:15]([N:17]4[CH2:22][CH2:21][CH2:20][CH2:19][CH2:18]4)=[O:16])=[CH:12][N:11](C4CCCCO4)[N:10]=3)=[N:8][C:4]=2[CH:3]=1.Cl. Given the product [F:1][C:2]1[C:30]([N:31]2[CH2:36][CH2:35][O:34][CH2:33][CH2:32]2)=[CH:29][C:5]2[NH:6][C:7]([C:9]3[C:13]([NH:14][C:15]([N:17]4[CH2:22][CH2:21][CH2:20][CH2:19][CH2:18]4)=[O:16])=[CH:12][NH:11][N:10]=3)=[N:8][C:4]=2[CH:3]=1, predict the reactants needed to synthesize it.